Dataset: Forward reaction prediction with 1.9M reactions from USPTO patents (1976-2016). Task: Predict the product of the given reaction. Given the reactants [C:1]([C:5]1[CH:26]=[CH:25][C:8]([C:9]([NH:11][NH:12][C:13]([C:15]2[CH:24]=[CH:23][C:18]([C:19]([O:21][CH3:22])=[O:20])=[CH:17][CH:16]=2)=[O:14])=O)=[CH:7][CH:6]=1)([CH3:4])([CH3:3])[CH3:2], predict the reaction product. The product is: [C:1]([C:5]1[CH:6]=[CH:7][C:8]([C:9]2[O:14][C:13]([C:15]3[CH:24]=[CH:23][C:18]([C:19]([O:21][CH3:22])=[O:20])=[CH:17][CH:16]=3)=[N:12][N:11]=2)=[CH:25][CH:26]=1)([CH3:4])([CH3:3])[CH3:2].